From a dataset of HIV replication inhibition screening data with 41,000+ compounds from the AIDS Antiviral Screen. Binary Classification. Given a drug SMILES string, predict its activity (active/inactive) in a high-throughput screening assay against a specified biological target. (1) The compound is O=S(=O)(OC(=C(c1ccccc1)c1ccccc1)c1ccccc1)C(F)(F)F. The result is 0 (inactive). (2) The molecule is CCOC(=O)C1=C(C)N(C2OC(COC(=O)c3ccccc3)C(OC(=O)c3ccccc3)C2OC(=O)c2ccccc2)C(=S)NC1c1ccccc1. The result is 0 (inactive).